This data is from Reaction yield outcomes from USPTO patents with 853,638 reactions. The task is: Predict the reaction yield, written as a fraction of the theoretical maximum amount of product (1.0 means a 100% yield; for example, 0.34 means a 34% yield). (1) The product is [S:1]1[C:5]2[CH:6]=[C:7]([N:10]3[CH:14]([CH3:15])[CH:13]([CH3:16])[N:12]([C:19]4[CH:20]=[N:21][CH:22]=[CH:23][C:24]=4[CH3:25])[C:11]3=[O:17])[CH:8]=[CH:9][C:4]=2[N:3]=[CH:2]1. The reactants are [S:1]1[C:5]2[CH:6]=[C:7]([N:10]3[CH:14]([CH3:15])[CH:13]([CH3:16])[NH:12][C:11]3=[O:17])[CH:8]=[CH:9][C:4]=2[N:3]=[CH:2]1.I[C:19]1[CH:20]=[N:21][CH:22]=[CH:23][C:24]=1[CH3:25].CNC1CCCCC1NC.P([O-])([O-])([O-])=O.[K+].[K+].[K+]. The yield is 0.0876. The catalyst is [Cu](I)I.C(OCC)(=O)C.O1CCOCC1. (2) The reactants are [Br:1][C:2]1[CH:6]=[N:5][N:4]([CH3:7])[C:3]=1[C:8]1[CH:9]=[C:10]([NH2:16])[CH:11]=[CH:12][C:13]=1[O:14][CH3:15].[CH2:17]([N:24]=[C:25]=[O:26])[C:18]1[CH:23]=[CH:22][CH:21]=[CH:20][CH:19]=1. The catalyst is C(Cl)Cl. The product is [CH2:17]([NH:24][C:25]([NH:16][C:10]1[CH:11]=[CH:12][C:13]([O:14][CH3:15])=[C:8]([C:3]2[N:4]([CH3:7])[N:5]=[CH:6][C:2]=2[Br:1])[CH:9]=1)=[O:26])[C:18]1[CH:23]=[CH:22][CH:21]=[CH:20][CH:19]=1. The yield is 0.620.